This data is from TCR-epitope binding with 47,182 pairs between 192 epitopes and 23,139 TCRs. The task is: Binary Classification. Given a T-cell receptor sequence (or CDR3 region) and an epitope sequence, predict whether binding occurs between them. Result: 0 (the TCR does not bind to the epitope). The epitope is YIFFASFYY. The TCR CDR3 sequence is CASKAGPNIQYF.